Predict the product of the given reaction. From a dataset of Forward reaction prediction with 1.9M reactions from USPTO patents (1976-2016). (1) Given the reactants C(=O)([O-])[O-].[K+].[K+].[CH2:7](Br)[CH2:8][CH2:9][CH2:10][CH2:11][CH2:12][CH2:13][CH2:14][CH2:15][CH3:16].[SH:18][CH:19]([OH:21])[CH3:20], predict the reaction product. The product is: [CH2:7]([S:18][CH:19]([OH:21])[CH3:20])[CH2:8][CH2:9][CH2:10][CH2:11][CH2:12][CH2:13][CH2:14][CH2:15][CH3:16]. (2) The product is: [NH2:19][CH:16]1[CH2:17][CH2:18][N:14]([C:12]2[CH:11]=[C:10]([CH:27]3[CH2:31][CH2:30][CH2:29][CH2:28]3)[N:9]=[C:8]([NH2:7])[N:13]=2)[CH2:15]1. Given the reactants C(O)=O.C(O)=O.[NH2:7][C:8]1[N:13]=[C:12]([N:14]2[CH2:18][CH2:17][CH:16]([NH:19]C(=O)OC(C)(C)C)[CH2:15]2)[CH:11]=[C:10]([CH:27]2[CH2:31][CH2:30][CH2:29][CH2:28]2)[N:9]=1.C(O)(C(F)(F)F)=O, predict the reaction product. (3) Given the reactants [CH3:1][S:2]([CH3:5])(=[O:4])=[O:3].[Li]CCCC.[CH2:11]([C:18]1[CH:25]=[CH:24][C:21](C=O)=[C:20]([B:26]2[O:30][C:29](C)(C)C(C)(C)[O:27]2)[CH:19]=1)[C:12]1[CH:17]=[CH:16][CH:15]=[CH:14][CH:13]=1, predict the reaction product. The product is: [CH2:11]([C:18]1[CH:25]=[CH:24][C:21]2[CH:29]([CH2:1][S:2]([CH3:5])(=[O:4])=[O:3])[O:30][B:26]([OH:27])[C:20]=2[CH:19]=1)[C:12]1[CH:13]=[CH:14][CH:15]=[CH:16][CH:17]=1. (4) Given the reactants [F:1][C:2]([F:22])([F:21])[C:3]1[CH:8]=[CH:7][C:6]([C:9]2[CH:10]=[CH:11][C:12]3[O:18][CH2:17][CH2:16][NH:15][C:14](=O)[C:13]=3[CH:20]=2)=[CH:5][CH:4]=1.P(Cl)(Cl)(Cl)(Cl)[Cl:24], predict the reaction product. The product is: [Cl:24][C:14]1[C:13]2[CH:20]=[C:9]([C:6]3[CH:7]=[CH:8][C:3]([C:2]([F:22])([F:21])[F:1])=[CH:4][CH:5]=3)[CH:10]=[CH:11][C:12]=2[O:18][CH2:17][CH2:16][N:15]=1. (5) Given the reactants C(S(C)(=O)=O)=C.[CH3:7][S:8]([CH2:11][CH2:12][N:13]1[CH:18]2[CH2:19][CH2:20][CH:14]1[CH2:15][CH:16]([O:21][C:22]1[CH:27]=[CH:26][C:25]([N+:28]([O-])=O)=[CH:24][CH:23]=1)[CH2:17]2)(=[O:10])=[O:9].[N+](C1C=CC(OC2CC3NC(CC3)C2)=CC=1)([O-])=O, predict the reaction product. The product is: [CH3:7][S:8]([CH2:11][CH2:12][N:13]1[CH:14]2[CH2:20][CH2:19][CH:18]1[CH2:17][CH:16]([O:21][C:22]1[CH:23]=[CH:24][C:25]([NH2:28])=[CH:26][CH:27]=1)[CH2:15]2)(=[O:10])=[O:9].